Predict the reactants needed to synthesize the given product. From a dataset of Full USPTO retrosynthesis dataset with 1.9M reactions from patents (1976-2016). (1) Given the product [CH:12]1([C:18]2[C:27]3[C@@H:26]([OH:28])[CH2:25][C:24]([CH3:30])([CH3:29])[CH2:23][C:22]=3[N:21]=[C:20]([CH:31]([CH3:33])[CH3:32])[C:19]=2[C:34]([C:35]2[CH:40]=[CH:39][C:38]([C:41]([F:44])([F:42])[F:43])=[CH:37][CH:36]=2)=[O:45])[CH2:17][CH2:16][CH2:15][CH2:14][CH2:13]1, predict the reactants needed to synthesize it. The reactants are: N[C@@H]1C2C(=CC=CC=2)C[C@@H]1O.[CH:12]1([C:18]2[C:27]3[C:26](=[O:28])[CH2:25][C:24]([CH3:30])([CH3:29])[CH2:23][C:22]=3[N:21]=[C:20]([CH:31]([CH3:33])[CH3:32])[C:19]=2[C:34](=[O:45])[C:35]2[CH:40]=[CH:39][C:38]([C:41]([F:44])([F:43])[F:42])=[CH:37][CH:36]=2)[CH2:17][CH2:16][CH2:15][CH2:14][CH2:13]1.CO. (2) The reactants are: [Cl:1][C:2]1[C:19]([Cl:20])=[CH:18][C:5]2[NH:6][C:7]([C:9]3[CH:17]=[CH:16][C:12]([C:13](O)=[O:14])=[CH:11][CH:10]=3)=[N:8][C:4]=2[CH:3]=1.S(Cl)([Cl:23])=O. Given the product [Cl:1][C:2]1[C:19]([Cl:20])=[CH:18][C:5]2[NH:6][C:7]([C:9]3[CH:17]=[CH:16][C:12]([C:13]([Cl:23])=[O:14])=[CH:11][CH:10]=3)=[N:8][C:4]=2[CH:3]=1, predict the reactants needed to synthesize it. (3) The reactants are: [C:1](Cl)(Cl)=[O:2].[C:5]([C:9]1[CH:13]=[C:12]([NH2:14])[N:11]([C:15]2[CH:20]=[CH:19][C:18]([CH3:21])=[CH:17][CH:16]=2)[N:10]=1)([CH3:8])([CH3:7])[CH3:6].C([O-])(O)=O.[Na+].[NH2:27][CH2:28][C:29]1[CH:56]=[CH:55][CH:54]=[CH:53][C:30]=1[CH2:31][O:32][C:33]1[N:34]=[C:35]([S:51][CH3:52])[N:36]([C:40]2[CH:41]=[C:42]([CH:47]=[CH:48][C:49]=2[CH3:50])[C:43]([O:45][CH3:46])=[O:44])[C:37](=[O:39])[CH:38]=1. Given the product [C:5]([C:9]1[CH:13]=[C:12]([NH:14][C:1]([NH:27][CH2:28][C:29]2[CH:56]=[CH:55][CH:54]=[CH:53][C:30]=2[CH2:31][O:32][C:33]2[N:34]=[C:35]([S:51][CH3:52])[N:36]([C:40]3[CH:41]=[C:42]([CH:47]=[CH:48][C:49]=3[CH3:50])[C:43]([O:45][CH3:46])=[O:44])[C:37](=[O:39])[CH:38]=2)=[O:2])[N:11]([C:15]2[CH:16]=[CH:17][C:18]([CH3:21])=[CH:19][CH:20]=2)[N:10]=1)([CH3:8])([CH3:7])[CH3:6], predict the reactants needed to synthesize it.